Dataset: Forward reaction prediction with 1.9M reactions from USPTO patents (1976-2016). Task: Predict the product of the given reaction. Given the reactants C([O:4][CH2:5][C:6](Cl)=[O:7])(=O)C.N[C@@H:10]([CH2:34][C:35]1[CH:40]=[CH:39][CH:38]=[CH:37][CH:36]=1)[CH2:11][NH:12][C:13]1[N:18]([CH3:19])[C:17](=[O:20])[C:16]([C:21]2[CH:26]=[CH:25][C:24]([F:27])=[CH:23][CH:22]=2)=[C:15]([C:28]2[CH:33]=[CH:32][N:31]=[CH:30][CH:29]=2)[N:14]=1.C([N:43](CC)CC)C, predict the reaction product. The product is: [F:27][C:24]1[CH:23]=[CH:22][C:21]([C:16]2[C:17](=[O:20])[N:18]([CH3:19])[C:13]([NH:12][CH2:11][CH2:10][C@H:34]([NH:43][C:6](=[O:7])[CH2:5][OH:4])[C:35]3[CH:40]=[CH:39][CH:38]=[CH:37][CH:36]=3)=[N:14][C:15]=2[C:28]2[CH:33]=[CH:32][N:31]=[CH:30][CH:29]=2)=[CH:26][CH:25]=1.